From a dataset of Full USPTO retrosynthesis dataset with 1.9M reactions from patents (1976-2016). Predict the reactants needed to synthesize the given product. (1) Given the product [C:23]([O:22][C:20]([N:19]([C:17](=[NH:18])[NH:16][CH2:15][CH2:14][CH2:13][C@H:12]([NH:11][C:9]([O:8][CH2:1][C:2]1[CH:7]=[CH:6][CH:5]=[CH:4][CH:3]=1)=[O:10])[C:34](=[O:35])[NH:54][CH2:53][CH:52]([OH:55])[CH2:51][NH:50][C:49](=[O:56])[O:48][C:44]([CH3:47])([CH3:45])[CH3:46])[C:27]([O:29][C:30]([CH3:32])([CH3:33])[CH3:31])=[O:28])=[O:21])([CH3:24])([CH3:25])[CH3:26], predict the reactants needed to synthesize it. The reactants are: [CH2:1]([O:8][C:9]([NH:11][C@H:12]([C:34](O)=[O:35])[CH2:13][CH2:14][CH2:15][NH:16][C:17]([N:19]([C:27]([O:29][C:30]([CH3:33])([CH3:32])[CH3:31])=[O:28])[C:20]([O:22][C:23]([CH3:26])([CH3:25])[CH3:24])=[O:21])=[NH:18])=[O:10])[C:2]1[CH:7]=[CH:6][CH:5]=[CH:4][CH:3]=1.C1(N)CCCCC1.[C:44]([O:48][C:49](=[O:56])[NH:50][CH2:51][CH:52]([OH:55])[CH2:53][NH2:54])([CH3:47])([CH3:46])[CH3:45].C(Cl)CCl.C1C=CC2N(O)N=NC=2C=1. (2) Given the product [CH2:1]([O:8][C@@H:9]1[C@@H:18]([O:19][CH2:20][C:21]2[CH:22]=[CH:23][CH:24]=[CH:25][CH:26]=2)[C@H:17]([O:27][C@@H:28]2[O:57][C@H:56]([CH:58]([S:75]([C:72]3[C:73]([CH3:81])=[CH:74][CH:69]=[CH:70][CH:71]=3)(=[O:76])=[O:77])[OH:59])[C@@H:47]([O:48][CH2:49][C:50]3[CH:51]=[CH:52][CH:53]=[CH:54][CH:55]=3)[C@H:38]([O:39][CH2:40][C:41]3[CH:42]=[CH:43][CH:44]=[CH:45][CH:46]=3)[C@H:29]2[O:30][CH2:31][C:32]2[CH:37]=[CH:36][CH:35]=[CH:34][CH:33]=2)[C@@H:16]([CH2:60][O:61][CH2:62][C:63]2[CH:64]=[CH:65][CH:66]=[CH:67][CH:68]=2)[O:15][CH:10]1[O:11][CH2:12][CH:13]=[CH2:14])[C:2]1[CH:7]=[CH:6][CH:5]=[CH:4][CH:3]=1, predict the reactants needed to synthesize it. The reactants are: [CH2:1]([O:8][C@@H:9]1[C@@H:18]([O:19][CH2:20][C:21]2[CH:26]=[CH:25][CH:24]=[CH:23][CH:22]=2)[C@H:17]([O:27][C@@H:28]2[O:57][C@H:56]([CH2:58][OH:59])[C@@H:47]([O:48][CH2:49][C:50]3[CH:55]=[CH:54][CH:53]=[CH:52][CH:51]=3)[C@H:38]([O:39][CH2:40][C:41]3[CH:46]=[CH:45][CH:44]=[CH:43][CH:42]=3)[C@H:29]2[O:30][CH2:31][C:32]2[CH:37]=[CH:36][CH:35]=[CH:34][CH:33]=2)[C@@H:16]([CH2:60][O:61][CH2:62][C:63]2[CH:68]=[CH:67][CH:66]=[CH:65][CH:64]=2)[O:15][CH:10]1[O:11][CH2:12][CH:13]=[CH2:14])[C:2]1[CH:7]=[CH:6][CH:5]=[CH:4][CH:3]=1.[C:69]1(C)[CH:74]=[CH:73][C:72]([S:75](Cl)(=[O:77])=[O:76])=[CH:71][CH:70]=1.N1C=CC=C[CH:81]=1. (3) Given the product [Cl:12][C:10]1[C:9]2[C:4](=[N:5][CH:6]=[CH:7][CH:8]=2)[N:3]=[C:2]([C:16]2[CH:17]=[CH:18][CH:19]=[CH:20][C:15]=2[C:13]([NH2:14])=[O:25])[CH:11]=1, predict the reactants needed to synthesize it. The reactants are: Cl[C:2]1[CH:11]=[C:10]([Cl:12])[C:9]2[C:4](=[N:5][CH:6]=[CH:7][CH:8]=2)[N:3]=1.[C:13]([C:15]1[CH:20]=[CH:19][CH:18]=[CH:17][C:16]=1B(O)O)#[N:14].C(=O)(O)[O-:25].[Na+]. (4) Given the product [NH3:2].[Cl:13][C:9]1[CH:8]=[C:7]2[C:12]([C:4]([C:1]([NH2:2])=[O:3])=[N:5][N:6]2[CH2:14][C:15]([N:32]2[C@H:31]([C:29](=[O:30])[NH:28][CH2:27][C:26]([F:25])=[C:37]([CH3:39])[CH3:38])[CH2:36][C@@H:35]3[C@H:33]2[CH2:34]3)=[O:17])=[CH:11][CH:10]=1, predict the reactants needed to synthesize it. The reactants are: [C:1]([C:4]1[C:12]2[C:7](=[CH:8][C:9]([Cl:13])=[CH:10][CH:11]=2)[N:6]([CH2:14][C:15]([OH:17])=O)[N:5]=1)(=[O:3])[NH2:2].FC(F)(F)C(O)=O.[F:25][C:26](=[C:37]([CH3:39])[CH3:38])[CH2:27][NH:28][C:29]([C@@H:31]1[CH2:36][C@@H:35]2[C@@H:33]([CH2:34]2)[NH:32]1)=[O:30].C(P1(=O)OP(CCC)(=O)OP(CCC)(=O)O1)CC.CCN(C(C)C)C(C)C.